The task is: Predict the reaction yield, written as a fraction of the theoretical maximum amount of product (1.0 means a 100% yield; for example, 0.34 means a 34% yield).. This data is from Reaction yield outcomes from USPTO patents with 853,638 reactions. (1) The reactants are [F:1][C:2]1[CH:7]=[CH:6][CH:5]=[CH:4][C:3]=1[C:8]1[N:9]=[C:10]([N:13]2[CH2:18][CH2:17][N:16](C(OC(C)(C)C)=O)[CH2:15][CH2:14]2)[S:11][CH:12]=1.Cl. The catalyst is C(OCC)(=O)C. The product is [F:1][C:2]1[CH:7]=[CH:6][CH:5]=[CH:4][C:3]=1[C:8]1[N:9]=[C:10]([N:13]2[CH2:14][CH2:15][NH:16][CH2:17][CH2:18]2)[S:11][CH:12]=1. The yield is 0.941. (2) The reactants are [ClH:1].[CH2:2]([C:9]1[N:10]=[C:11]([NH2:14])[NH:12][CH:13]=1)[CH2:3][CH2:4][CH2:5][CH2:6][C:7]#[CH:8].[N:15]([CH2:18][C:19]([CH3:27])=[CH:20][C:21]1[CH:26]=[CH:25][CH:24]=[CH:23][CH:22]=1)=[N+:16]=[N-:17]. No catalyst specified. The product is [ClH:1].[CH3:27][C:19](=[CH:20][C:21]1[CH:26]=[CH:25][CH:24]=[CH:23][CH:22]=1)[CH2:18][N:15]1[CH:8]=[C:7]([CH2:6][CH2:5][CH2:4][CH2:3][CH2:2][C:9]2[N:10]=[C:11]([NH2:14])[NH:12][CH:13]=2)[N:17]=[N:16]1. The yield is 0.650. (3) The reactants are [NH2:1][C@H:2]([C:6]([OH:8])=[O:7])[CH2:3][CH2:4]O.CN(C1C=CC=CN=1)C.[C:18](OC(=O)C)(=[O:20])[CH3:19]. No catalyst specified. The product is [C:18]([NH:1][CH:2]1[CH2:3][CH2:4][O:7][C:6]1=[O:8])(=[O:20])[CH3:19]. The yield is 0.600. (4) The reactants are [Cl:1][C:2]1[CH:7]=[CH:6][C:5]([C:8]2([C:12]([N:14]3[CH2:19][CH2:18][CH2:17][CH:16]([CH2:20]OS(C)(=O)=O)[CH2:15]3)=[O:13])[CH2:11][CH2:10][CH2:9]2)=[CH:4][CH:3]=1.[CH:26]([O:29][C:30]1[CH:35]=[CH:34][CH:33]=[CH:32][C:31]=1[N:36]1[CH2:41][CH2:40][NH:39][CH2:38][CH2:37]1)([CH3:28])[CH3:27].C(=O)([O-])[O-].[Cs+].[Cs+]. No catalyst specified. The product is [Cl:1][C:2]1[CH:7]=[CH:6][C:5]([C:8]2([C:12]([N:14]3[CH2:19][CH2:18][CH2:17][CH:16]([CH2:20][N:39]4[CH2:40][CH2:41][N:36]([C:31]5[CH:32]=[CH:33][CH:34]=[CH:35][C:30]=5[O:29][CH:26]([CH3:28])[CH3:27])[CH2:37][CH2:38]4)[CH2:15]3)=[O:13])[CH2:11][CH2:10][CH2:9]2)=[CH:4][CH:3]=1. The yield is 0.370. (5) The reactants are Br[C:2]1[C:7](=[O:8])[N:6]([CH2:9][C:10]2[CH:15]=[CH:14][C:13]([C:16]3[C:17]([C:22]#[N:23])=[CH:18][CH:19]=[CH:20][CH:21]=3)=[CH:12][C:11]=2[F:24])[C:5]([CH2:25][CH2:26][CH3:27])=[N:4][C:3]=1[CH2:28][CH3:29].[CH:30]([O:33][C:34]1[C:39](B(O)O)=[CH:38][CH:37]=[CH:36][N:35]=1)([CH3:32])[CH3:31].C(=O)([O-])[O-].[Cs+].[Cs+]. The catalyst is O1CCOCC1.C(OCC)(=O)C.C1C=CC(P(C2C=CC=CC=2)[C-]2C=CC=C2)=CC=1.C1C=CC(P(C2C=CC=CC=2)[C-]2C=CC=C2)=CC=1.Cl[Pd]Cl.[Fe+2]. The product is [CH2:28]([C:3]1[N:4]=[C:5]([CH2:25][CH2:26][CH3:27])[N:6]([CH2:9][C:10]2[CH:15]=[CH:14][C:13]([C:16]3[C:17]([C:22]#[N:23])=[CH:18][CH:19]=[CH:20][CH:21]=3)=[CH:12][C:11]=2[F:24])[C:7](=[O:8])[C:2]=1[C:37]1[CH:36]=[N:35][C:34]([O:33][CH:30]([CH3:32])[CH3:31])=[CH:39][CH:38]=1)[CH3:29]. The yield is 0.700. (6) The reactants are Cl[C:2]1[C:7]([F:8])=[C:6](Cl)[N:5]=[C:4]([CH:10]([F:12])[F:11])[N:3]=1.[CH3:13][N:14]1[CH2:19][CH2:18][NH:17][CH2:16][CH2:15]1.CCN(C(C)C)C(C)C.ClCl.[NH2:31][NH2:32]. The catalyst is CS(C)=O. The product is [F:11][CH:10]([F:12])[C:4]1[N:5]=[C:6]([NH:31][NH2:32])[C:7]([F:8])=[C:2]([N:17]2[CH2:18][CH2:19][N:14]([CH3:13])[CH2:15][CH2:16]2)[N:3]=1. The yield is 0.560.